From a dataset of Forward reaction prediction with 1.9M reactions from USPTO patents (1976-2016). Predict the product of the given reaction. (1) Given the reactants Br[C:2]1[CH:3]=[C:4]([C:13]([OH:15])=[O:14])[CH:5]=[N:6][C:7]=1[O:8][CH:9]1[CH2:12][CH2:11][CH2:10]1.[Cl:16][C:17]1[CH:22]=[CH:21][C:20](B(O)O)=[CH:19][CH:18]=1, predict the reaction product. The product is: [Cl:16][C:17]1[CH:22]=[CH:21][C:20]([C:2]2[CH:3]=[C:4]([C:13]([OH:15])=[O:14])[CH:5]=[N:6][C:7]=2[O:8][CH:9]2[CH2:12][CH2:11][CH2:10]2)=[CH:19][CH:18]=1. (2) Given the reactants CI.[CH3:3][C:4]1[CH:9]=[C:8]([CH3:10])[N:7]=[C:6]([O:11][C@H:12]2[C@:15]3([C:26]4[CH:31]=[CH:30][CH:29]=[C:28]([C:32]([F:35])([F:34])[F:33])[CH:27]=4)[C:16]4[CH:25]=[CH:24][CH:23]=[CH:22][C:17]=4[NH:18][C:19](=[O:21])[CH2:20][N:14]3[C:13]2=[O:36])[N:5]=1.[C:37](=O)([O-])[O-].[K+].[K+], predict the reaction product. The product is: [CH3:10][C:8]1[CH:9]=[C:4]([CH3:3])[N:5]=[C:6]([O:11][C@H:12]2[C@:15]3([C:26]4[CH:31]=[CH:30][CH:29]=[C:28]([C:32]([F:35])([F:34])[F:33])[CH:27]=4)[C:16]4[CH:25]=[CH:24][CH:23]=[CH:22][C:17]=4[N:18]([CH3:37])[C:19](=[O:21])[CH2:20][N:14]3[C:13]2=[O:36])[N:7]=1. (3) Given the reactants [Cl:1][C:2]1[CH:7]=[CH:6][C:5]([C@@H:8]2[CH2:12][NH:11][C:10](=[O:13])[C@H:9]2C(OC)=O)=[CH:4][CH:3]=1.[OH-].[Na+].Cl.ClC1C=CC([C@@H]2CNC(=O)[C@H]2C(O)=O)=CC=1, predict the reaction product. The product is: [Cl:1][C:2]1[CH:3]=[CH:4][C:5]([C@@H:8]2[CH2:12][NH:11][C:10](=[O:13])[CH2:9]2)=[CH:6][CH:7]=1. (4) Given the reactants [F:1][C:2]1[CH:7]=[C:6]([F:8])[CH:5]=[CH:4][C:3]=1[CH2:9][CH2:10][C:11](O)=O.[N:14]1[C:18]2[CH:19]=[CH:20][C:21]([C:23]([NH:25][NH2:26])=O)=[CH:22][C:17]=2[NH:16][CH:15]=1.COC1C=CC(P2(SP(C3C=CC(OC)=CC=3)(=S)S2)=[S:36])=CC=1.O=P(Cl)(Cl)Cl, predict the reaction product. The product is: [F:1][C:2]1[CH:7]=[C:6]([F:8])[CH:5]=[CH:4][C:3]=1[CH2:9][CH2:10][C:11]1[S:36][C:23]([C:21]2[CH:20]=[CH:19][C:18]3[NH:14][CH:15]=[N:16][C:17]=3[CH:22]=2)=[N:25][N:26]=1. (5) Given the reactants Br[CH2:2][CH2:3][O:4][C:5]1[CH:10]=[CH:9][C:8]([C:11]2[N:12]([CH2:24][CH3:25])[C:13]3[C:18]([C:19]=2[C:20]#[N:21])=[CH:17][CH:16]=[C:15]([O:22][CH3:23])[CH:14]=3)=[CH:7][CH:6]=1.[N-:26]=[N+:27]=[N-:28].[Na+], predict the reaction product. The product is: [N:26]([CH2:2][CH2:3][O:4][C:5]1[CH:10]=[CH:9][C:8]([C:11]2[N:12]([CH2:24][CH3:25])[C:13]3[C:18]([C:19]=2[C:20]#[N:21])=[CH:17][CH:16]=[C:15]([O:22][CH3:23])[CH:14]=3)=[CH:7][CH:6]=1)=[N+:27]=[N-:28]. (6) Given the reactants [NH2:1][C:2]1[C:3]2[CH:18]=[C:17]([C:19]3[C:24]([Cl:25])=[CH:23][CH:22]=[CH:21][C:20]=3[Cl:26])[C:16](=[O:27])[N:15]([CH3:28])[C:4]=2[N:5]=[C:6]([NH:8][C:9]2[CH:14]=[CH:13][CH:12]=[CH:11][CH:10]=2)[N:7]=1.[Br:29]Br, predict the reaction product. The product is: [NH2:1][C:2]1[C:3]2[CH:18]=[C:17]([C:19]3[C:24]([Cl:25])=[CH:23][CH:22]=[CH:21][C:20]=3[Cl:26])[C:16](=[O:27])[N:15]([CH3:28])[C:4]=2[N:5]=[C:6]([NH:8][C:9]2[CH:14]=[CH:13][C:12]([Br:29])=[CH:11][CH:10]=2)[N:7]=1. (7) Given the reactants [Cl:1][C:2]1[N:3]=[CH:4][C:5]2[CH2:6][CH2:7][CH2:8]/[C:9](=N\O)/[C:10]=2[CH:11]=1.C(=O)([O-])[O-:15].[Na+].[Na+], predict the reaction product. The product is: [Cl:1][C:2]1[N:3]=[CH:4][C:5]2[CH2:6][CH2:7][CH2:8][C:9](=[O:15])[C:10]=2[CH:11]=1.